Dataset: Full USPTO retrosynthesis dataset with 1.9M reactions from patents (1976-2016). Task: Predict the reactants needed to synthesize the given product. (1) The reactants are: C(O)(C(F)(F)F)=O.[O:8]=[C:9]1[C:17]2[C:12](=[CH:13][CH:14]=[CH:15][CH:16]=2)[C:11](=[O:18])[N:10]1[CH2:19][CH2:20][CH2:21][C@H:22]1[CH2:27][CH2:26][CH2:25][N:24](C(OC(C)(C)C)=O)[CH2:23]1. Given the product [NH:24]1[CH2:25][CH2:26][CH2:27][C@H:22]([CH2:21][CH2:20][CH2:19][N:10]2[C:11](=[O:18])[C:12]3[C:17](=[CH:16][CH:15]=[CH:14][CH:13]=3)[C:9]2=[O:8])[CH2:23]1, predict the reactants needed to synthesize it. (2) The reactants are: [CH2:1]([N:8]1[C:12](=[O:13])[CH2:11][S:10][C:9]1=[S:14])[C:2]1[CH:7]=[CH:6][CH:5]=[CH:4][CH:3]=1.[F:15][C:16]([F:31])([F:30])[C:17]1[CH:22]=[CH:21][CH:20]=[CH:19][C:18]=1[C:23]1[O:27][C:26]([CH:28]=O)=[CH:25][CH:24]=1.N1CCCCC1. Given the product [CH2:1]([N:8]1[C:12](=[O:13])/[C:11](=[CH:28]/[C:26]2[O:27][C:23]([C:18]3[CH:19]=[CH:20][CH:21]=[CH:22][C:17]=3[C:16]([F:30])([F:15])[F:31])=[CH:24][CH:25]=2)/[S:10][C:9]1=[S:14])[C:2]1[CH:3]=[CH:4][CH:5]=[CH:6][CH:7]=1, predict the reactants needed to synthesize it. (3) Given the product [Cl:24][C:21]1[CH:22]=[CH:23][C:18]([CH2:17][C:8]2[C:7]([CH3:25])=[C:6]([CH2:5][C:4]([OH:26])=[O:3])[N:14]3[C:9]=2[CH:10]=[C:11]([C:15]#[N:16])[CH:12]=[CH:13]3)=[CH:19][CH:20]=1, predict the reactants needed to synthesize it. The reactants are: C([O:3][C:4](=[O:26])[CH2:5][C:6]1[N:14]2[C:9]([CH:10]=[C:11]([C:15]#[N:16])[CH:12]=[CH:13]2)=[C:8]([CH2:17][C:18]2[CH:23]=[CH:22][C:21]([Cl:24])=[CH:20][CH:19]=2)[C:7]=1[CH3:25])C.[OH-].[Na+]. (4) Given the product [OH:23][C:20]1[CH:21]=[CH:22][C:17]([N:14]2[CH:3]=[C:4]([C:5]3[CH:10]=[CH:9][C:8]([OH:11])=[CH:7][CH:6]=3)[N:16]=[N:15]2)=[CH:18][CH:19]=1, predict the reactants needed to synthesize it. The reactants are: C[Si](C)(C)[C:3]#[C:4][C:5]1[CH:10]=[CH:9][C:8]([OH:11])=[CH:7][CH:6]=1.[N:14]([C:17]1[CH:22]=[CH:21][C:20]([OH:23])=[CH:19][CH:18]=1)=[N+:15]=[N-:16].N(C1C=C(O)C=CC=1)=[N+]=[N-]. (5) Given the product [CH3:36][NH:35][C:31]1[N:32]=[CH:33][N:34]=[C:29]([C:2]2[NH:6][C:5]([C:15]3[CH:20]=[C:19]([C:21]([F:23])([F:22])[F:24])[CH:18]=[CH:17][C:16]=3[CH3:25])=[C:4]([C:26]#[N:27])[CH:3]=2)[CH:30]=1, predict the reactants needed to synthesize it. The reactants are: Br[C:2]1[N:6](COCC[Si](C)(C)C)[C:5]([C:15]2[CH:20]=[C:19]([C:21]([F:24])([F:23])[F:22])[CH:18]=[CH:17][C:16]=2[CH3:25])=[C:4]([C:26]#[N:27])[CH:3]=1.Cl[C:29]1[C:30]2C=[CH:36][N:35](COCC[Si](C)(C)C)[C:31]=2[N:32]=[CH:33][N:34]=1.